From a dataset of NCI-60 drug combinations with 297,098 pairs across 59 cell lines. Regression. Given two drug SMILES strings and cell line genomic features, predict the synergy score measuring deviation from expected non-interaction effect. Drug 1: CC1=CC2C(CCC3(C2CCC3(C(=O)C)OC(=O)C)C)C4(C1=CC(=O)CC4)C. Drug 2: C1CC(=O)NC(=O)C1N2C(=O)C3=CC=CC=C3C2=O. Cell line: LOX IMVI. Synergy scores: CSS=4.21, Synergy_ZIP=-0.00160, Synergy_Bliss=3.99, Synergy_Loewe=3.56, Synergy_HSA=3.17.